From a dataset of Reaction yield outcomes from USPTO patents with 853,638 reactions. Predict the reaction yield, written as a fraction of the theoretical maximum amount of product (1.0 means a 100% yield; for example, 0.34 means a 34% yield). (1) The reactants are [CH3:1]/[C:2](/[CH2:8][CH2:9]/[CH:10]=[C:11](\[CH3:18])/[CH2:12][CH2:13][CH:14]=[C:15]([CH3:17])[CH3:16])=[CH:3]\[CH2:4][C:5]([OH:7])=[O:6].[CH3:19][O:20][C:21](=[O:30])[C@H:22]([C:24]1[CH:29]=[CH:28][CH:27]=[CH:26][CH:25]=1)O.CO.C1CCC(N=C=NC2CCCCC2)CC1. The catalyst is CC(OC)(C)C.CN(C1C=CN=CC=1)C. The product is [CH3:19][O:20][C:21]([C@@H:22]([O:6][C:5](=[O:7])[CH2:4]/[CH:3]=[C:2](\[CH3:1])/[CH2:8][CH2:9]/[CH:10]=[C:11](\[CH3:18])/[CH2:12][CH2:13][CH:14]=[C:15]([CH3:17])[CH3:16])[C:24]1[CH:29]=[CH:28][CH:27]=[CH:26][CH:25]=1)=[O:30]. The yield is 0.980. (2) The catalyst is O.CN(C=O)C. The reactants are Br[CH2:2][CH2:3][CH2:4][C:5]([NH:7][C:8]1[C:9]([S:17][CH3:18])=[N:10][C:11]([CH3:16])=[CH:12][C:13]=1[S:14][CH3:15])=[O:6].[SH:19][C:20]1[O:21][C:22]2[CH:28]=[CH:27][CH:26]=[CH:25][C:23]=2[N:24]=1.C1OCCOCCOCCOCCOCCOC1.C(=O)([O-])[O-].[K+].[K+]. The yield is 0.530. The product is [O:21]1[C:22]2[CH:28]=[CH:27][CH:26]=[CH:25][C:23]=2[N:24]=[C:20]1[S:19][CH2:2][CH2:3][CH2:4][C:5]([NH:7][C:8]1[C:9]([S:17][CH3:18])=[N:10][C:11]([CH3:16])=[CH:12][C:13]=1[S:14][CH3:15])=[O:6].